From a dataset of PAMPA (Parallel Artificial Membrane Permeability Assay) permeability data from NCATS. Regression/Classification. Given a drug SMILES string, predict its absorption, distribution, metabolism, or excretion properties. Task type varies by dataset: regression for continuous measurements (e.g., permeability, clearance, half-life) or binary classification for categorical outcomes (e.g., BBB penetration, CYP inhibition). Dataset: pampa_ncats. The molecule is C1CCN(CC1)CC2=CC=C(C=C2)C(=O)NCC3=CC(=CC=C3)C(F)(F)F. The result is 1 (high permeability).